Dataset: Full USPTO retrosynthesis dataset with 1.9M reactions from patents (1976-2016). Task: Predict the reactants needed to synthesize the given product. (1) Given the product [C:26]([O:25][C:23]([N:17]1[CH2:22][CH2:21][N:20]([C:6]2[C:5]3[C:10](=[C:11]([F:12])[C:2]([Br:1])=[C:3]([Cl:16])[CH:4]=3)[N:9]=[C:8]([CH2:13][Cl:14])[N:7]=2)[CH2:19][CH2:18]1)=[O:24])([CH3:29])([CH3:27])[CH3:28], predict the reactants needed to synthesize it. The reactants are: [Br:1][C:2]1[C:11]([F:12])=[C:10]2[C:5]([C:6](Cl)=[N:7][C:8]([CH2:13][Cl:14])=[N:9]2)=[CH:4][C:3]=1[Cl:16].[N:17]1([C:23]([O:25][C:26]([CH3:29])([CH3:28])[CH3:27])=[O:24])[CH2:22][CH2:21][NH:20][CH2:19][CH2:18]1. (2) Given the product [CH3:8][C:6]([N+:9]([O-:11])=[O:10])([CH3:7])[CH2:5][N:4]([CH2:3][C:2]([N+:13]([O-:15])=[O:14])([CH3:1])[CH3:12])[C:23](=[O:26])[CH:24]=[CH2:25], predict the reactants needed to synthesize it. The reactants are: [CH3:1][C:2]([N+:13]([O-:15])=[O:14])([CH3:12])[CH2:3][NH:4][CH2:5][C:6]([N+:9]([O-:11])=[O:10])([CH3:8])[CH3:7].C(N(CC)CC)C.[C:23](Cl)(=[O:26])[CH:24]=[CH2:25]. (3) The reactants are: [C:1]([C:4]1[CH:9]=[CH:8][C:7](O)=[CH:6][CH:5]=1)(C)=[CH2:2].C([O:15][C:16]1[CH:23]=[CH:22][C:19]([CH:20]=[CH2:21])=[CH:18][CH:17]=1)(C)(C)C.C=CC1C=CC=CC=1.C1(C)C=CC(S(O)(=O)=O)=CC=1. Given the product [CH2:2]=[CH:1][C:4]1[CH:9]=[CH:8][CH:7]=[CH:6][CH:5]=1.[OH:15][C:16]1[CH:23]=[CH:22][C:19]([CH:20]=[CH2:21])=[CH:18][CH:17]=1, predict the reactants needed to synthesize it. (4) Given the product [CH3:17][O:16][C:12](=[O:15])[CH:13]=[CH:14][C:2]1[C:11]2[C:6](=[CH:7][CH:8]=[CH:9][CH:10]=2)[CH:5]=[N:4][CH:3]=1, predict the reactants needed to synthesize it. The reactants are: Br[C:2]1[C:11]2[C:6](=[CH:7][CH:8]=[CH:9][CH:10]=2)[CH:5]=[N:4][CH:3]=1.[C:12]([O:16][CH3:17])(=[O:15])[CH:13]=[CH2:14].C1(C)C=CC=CC=1P(C1C=CC=CC=1C)C1C=CC=CC=1C.C(N(CC)CC)C.[K+].[Br-]. (5) Given the product [Cl:1][C:2]1[CH:3]=[CH:4][C:5]([CH2:8][N:9]2[C:13]3[CH:14]([OH:18])[CH2:15][CH2:16][CH2:17][C:12]=3[N:11]=[C:10]2[CH:19]([CH3:21])[CH3:20])=[CH:6][CH:7]=1, predict the reactants needed to synthesize it. The reactants are: [Cl:1][C:2]1[CH:7]=[CH:6][C:5]([CH2:8][N:9]2[C:13]3[C:14](=[O:18])[CH2:15][CH2:16][CH2:17][C:12]=3[N:11]=[C:10]2[CH:19]([CH3:21])[CH3:20])=[CH:4][CH:3]=1.[BH4-].[Na+].